From a dataset of Reaction yield outcomes from USPTO patents with 853,638 reactions. Predict the reaction yield, written as a fraction of the theoretical maximum amount of product (1.0 means a 100% yield; for example, 0.34 means a 34% yield). (1) The reactants are COC1C=CC(P2(SP(C3C=CC(OC)=CC=3)(=S)S2)=[S:10])=CC=1.[N:23]1([C:29]2[CH:34]=[CH:33][C:32]([C:35]([F:38])([F:37])[F:36])=[CH:31][C:30]=2[NH:39][C:40](=O)[C:41]2[CH:46]=[CH:45][N:44]=[CH:43][CH:42]=2)[CH2:28][CH2:27][CH2:26][CH2:25][CH2:24]1.[OH-].[Na+]. The catalyst is C1(C)C=CC=CC=1. The product is [N:23]1([C:29]2[CH:34]=[CH:33][C:32]([C:35]([F:38])([F:37])[F:36])=[CH:31][C:30]=2[NH:39][C:40](=[S:10])[C:41]2[CH:46]=[CH:45][N:44]=[CH:43][CH:42]=2)[CH2:28][CH2:27][CH2:26][CH2:25][CH2:24]1. The yield is 0.337. (2) The reactants are [CH2:1]([N:3]1[C:12]2[CH:11]=[CH:10][C:9](/[CH:13]=[CH:14]/[C:15](OC)=[O:16])=[CH:8][C:7]=2[C:6]2=[N:19][N:20]([CH:23]3[CH2:28][CH2:27][CH2:26][CH2:25][O:24]3)[C:21]([CH3:22])=[C:5]2[C:4]1=[O:29])[CH3:2].[H-].[Al+3].[Li+].[H-].[H-].[H-].O.[OH-].[Na+].[O-]S([O-])(=O)=O.[Mg+2]. The catalyst is C1COCC1. The product is [CH2:1]([N:3]1[C:12]2[CH:11]=[CH:10][C:9](/[CH:13]=[CH:14]/[CH2:15][OH:16])=[CH:8][C:7]=2[C:6]2=[N:19][N:20]([CH:23]3[CH2:28][CH2:27][CH2:26][CH2:25][O:24]3)[C:21]([CH3:22])=[C:5]2[C:4]1=[O:29])[CH3:2]. The yield is 0.600. (3) The reactants are [Cl-].[Cl-].[Cl-].[Al+3].[Br:5][C:6]1[CH:11]=[CH:10][CH:9]=[CH:8][CH:7]=1.[Cl-].C([O:15][C:16](=[O:23])[CH2:17][CH2:18][CH2:19][C:20](O)=[O:21])C.Cl.[OH-].[Na+]. The catalyst is CO. The product is [Br:5][C:6]1[CH:11]=[CH:10][C:9]([C:20](=[O:21])[CH2:19][CH2:18][CH2:17][C:16]([OH:23])=[O:15])=[CH:8][CH:7]=1. The yield is 0.730.